This data is from Forward reaction prediction with 1.9M reactions from USPTO patents (1976-2016). The task is: Predict the product of the given reaction. Given the reactants Cl[C:2]1[N:11]=[C:10]([NH:12][CH2:13][CH2:14][C:15]2[CH:20]=[CH:19][N:18]=[CH:17][CH:16]=2)[C:9]2[C:4](=[CH:5][CH:6]=[CH:7][CH:8]=2)[N:3]=1.[CH3:21][C:22]1[C:27](B(O)O)=[CH:26][N:25]2[CH:31]=[CH:32][N:33]=[C:24]2[CH:23]=1.C(NC1C2C(=CC=CC=2)N=C(C2SC3C=CC=CC=3C=2)N=1)(C1C=CC=CC=1)C1C=CC=CC=1, predict the reaction product. The product is: [CH3:21][C:22]1[C:27]([C:2]2[N:11]=[C:10]([NH:12][CH2:13][CH2:14][C:15]3[CH:20]=[CH:19][N:18]=[CH:17][CH:16]=3)[C:9]3[C:4](=[CH:5][CH:6]=[CH:7][CH:8]=3)[N:3]=2)=[CH:26][N:25]2[CH:31]=[CH:32][N:33]=[C:24]2[CH:23]=1.